This data is from Reaction yield outcomes from USPTO patents with 853,638 reactions. The task is: Predict the reaction yield, written as a fraction of the theoretical maximum amount of product (1.0 means a 100% yield; for example, 0.34 means a 34% yield). (1) The reactants are [NH:1]([C:8]1[C:16]2[C:15]([CH3:17])=[CH:14][C:13](=[O:18])[N:12]([C:19]3[CH:24]=[CH:23][CH:22]=[CH:21][CH:20]=3)[C:11]=2[S:10]C=1C(OCC)=O)[C:2]1[CH:7]=[CH:6][CH:5]=[CH:4][CH:3]=1.C(O[CH:33]([OH:35])[CH3:34])C.[NH3:36]. No catalyst specified. The product is [NH:1]([C:8]1[C:16]2[C:15]([CH3:17])=[CH:14][C:13](=[O:18])[N:12]([C:19]3[CH:24]=[CH:23][CH:22]=[CH:21][CH:20]=3)[C:11]=2[S:10][C:34]=1[C:33]([NH2:36])=[O:35])[C:2]1[CH:7]=[CH:6][CH:5]=[CH:4][CH:3]=1. The yield is 0.660. (2) The reactants are C1C(=O)N([Br:8])C(=O)C1.[CH3:9][S:10][C:11]1[N:12]=[C:13]2[NH:19][C:18]([C:20]3[CH:25]=[CH:24][C:23]([C:26]4([NH:30][C:31](=[O:37])[O:32][C:33]([CH3:36])([CH3:35])[CH3:34])[CH2:29][CH2:28][CH2:27]4)=[CH:22][CH:21]=3)=[CH:17][C:14]2=[N:15][CH:16]=1. The catalyst is C(#N)C. The product is [Br:8][C:17]1[C:14]2=[N:15][CH:16]=[C:11]([S:10][CH3:9])[N:12]=[C:13]2[NH:19][C:18]=1[C:20]1[CH:21]=[CH:22][C:23]([C:26]2([NH:30][C:31](=[O:37])[O:32][C:33]([CH3:34])([CH3:36])[CH3:35])[CH2:27][CH2:28][CH2:29]2)=[CH:24][CH:25]=1. The yield is 0.930. (3) The reactants are Br[CH2:2][C:3]1[CH:4]=[C:5]([S:9][C:10]2[CH:15]=[CH:14][N:13]=[C:12]([NH:16][C:17]3[CH:22]=[CH:21][C:20]([N:23]4[CH2:28][CH2:27][O:26][CH2:25][CH2:24]4)=[CH:19][CH:18]=3)[N:11]=2)[CH:6]=[CH:7][CH:8]=1.[C:29]([CH2:31][C:32]1[N:33]=[CH:34][NH:35][CH:36]=1)#[N:30].C(=O)([O-])[O-].[Cs+].[Cs+]. The catalyst is CN(C)C=O. The product is [O:26]1[CH2:27][CH2:28][N:23]([C:20]2[CH:21]=[CH:22][C:17]([NH:16][C:12]3[N:11]=[C:10]([S:9][C:5]4[CH:4]=[C:3]([CH:8]=[CH:7][CH:6]=4)[CH2:2][N:35]4[CH:36]=[C:32]([CH2:31][C:29]#[N:30])[N:33]=[CH:34]4)[CH:15]=[CH:14][N:13]=3)=[CH:18][CH:19]=2)[CH2:24][CH2:25]1. The yield is 0.470. (4) The reactants are Cl.C([O:6][CH2:7][CH:8]([CH3:38])[CH2:9][O:10][NH:11][C:12]([C:14]1[C:15]([NH:29][C:30]2[CH:35]=[CH:34][C:33]([Br:36])=[CH:32][C:31]=2[F:37])=[CH:16][C:17](=[O:28])[N:18]2[C:22]=1[CH:21]1[O:23]C(C)(C)[O:25][CH:20]1[CH2:19]2)=[O:13])(C)(C)C. The catalyst is CO. The product is [OH:6][CH2:7][CH:8]([CH3:38])[CH2:9][O:10][NH:11][C:12]([C:14]1[C:15]([NH:29][C:30]2[CH:35]=[CH:34][C:33]([Br:36])=[CH:32][C:31]=2[F:37])=[CH:16][C:17](=[O:28])[N:18]2[C:22]=1[CH:21]([OH:23])[CH:20]([OH:25])[CH2:19]2)=[O:13]. The yield is 0.485. (5) The reactants are [CH2:1]([NH2:8])[C:2]1[CH:7]=[CH:6][CH:5]=[CH:4][CH:3]=1.[NH:9]([C:21]([O:23][CH2:24][CH:25]1[C:37]2[C:32](=[CH:33][CH:34]=[CH:35][CH:36]=2)[C:31]2[C:26]1=[CH:27][CH:28]=[CH:29][CH:30]=2)=[O:22])[C@H:10]([C:18](O)=[O:19])[C@@H:11]([CH3:17])[O:12][C:13]([CH3:16])([CH3:15])[CH3:14].CN(C(ON1N=NC2C=CC=NC1=2)=[N+](C)C)C.F[P-](F)(F)(F)(F)F. The catalyst is CCOCC. The product is [NH:9]([C:21]([O:23][CH2:24][CH:25]1[C:37]2[C:32](=[CH:33][CH:34]=[CH:35][CH:36]=2)[C:31]2[C:26]1=[CH:27][CH:28]=[CH:29][CH:30]=2)=[O:22])[C@H:10]([C:18]([NH:8][CH2:1][C:2]1[CH:7]=[CH:6][CH:5]=[CH:4][CH:3]=1)=[O:19])[C@@H:11]([CH3:17])[O:12][C:13]([CH3:15])([CH3:16])[CH3:14]. The yield is 0.980. (6) The reactants are [CH:1]1[C:13]2[NH:12][C:11]3[C:6](=[CH:7][CH:8]=[CH:9][CH:10]=3)[C:5]=2[CH:4]=[CH:3][CH:2]=1.Cl(O)(=O)(=O)=O.[C:19](OC(=O)C)(=[O:21])[CH3:20]. No catalyst specified. The product is [C:19]([N:12]1[C:11]2[CH:10]=[CH:9][CH:8]=[CH:7][C:6]=2[C:5]2[C:13]1=[CH:1][CH:2]=[CH:3][CH:4]=2)(=[O:21])[CH3:20]. The yield is 0.900. (7) The reactants are [O:1]=[C:2]1[CH2:7][O:6][C:5]2[CH:8]=[CH:9][C:10]([C:12](=O)[CH2:13][C:14](=O)[CH3:15])=[CH:11][C:4]=2[NH:3]1.[NH2:18][NH2:19]. No catalyst specified. The product is [CH3:15][C:14]1[CH:13]=[C:12]([C:10]2[CH:9]=[CH:8][C:5]3[O:6][CH2:7][C:2](=[O:1])[NH:3][C:4]=3[CH:11]=2)[NH:19][N:18]=1. The yield is 0.770.